The task is: Predict which catalyst facilitates the given reaction.. This data is from Catalyst prediction with 721,799 reactions and 888 catalyst types from USPTO. Reactant: Cl[C:2]1[C:7]2[O:8][CH2:9][CH2:10][N:11]([CH:12]3[CH2:17][CH2:16][N:15]([C:18]([O:20][CH:21]([CH3:23])[CH3:22])=[O:19])[CH2:14][CH2:13]3)[C:6]=2[N:5]=[CH:4][N:3]=1.[F:24][C:25]1[CH:26]=[C:27]([CH:30]=[CH:31][C:32]=1[OH:33])[C:28]#[N:29].C([O-])([O-])=O.[K+].[K+]. Product: [C:28]([C:27]1[CH:30]=[CH:31][C:32]([O:33][C:2]2[C:7]3[O:8][CH2:9][CH2:10][N:11]([CH:12]4[CH2:17][CH2:16][N:15]([C:18]([O:20][CH:21]([CH3:23])[CH3:22])=[O:19])[CH2:14][CH2:13]4)[C:6]=3[N:5]=[CH:4][N:3]=2)=[C:25]([F:24])[CH:26]=1)#[N:29]. The catalyst class is: 121.